The task is: Predict the product of the given reaction.. This data is from Forward reaction prediction with 1.9M reactions from USPTO patents (1976-2016). (1) Given the reactants [OH-].[Li+].[Cl:3][C:4]1[N:14]=[C:13]([S:15][C:16]2[CH:21]=[CH:20][C:19]([CH3:22])=[CH:18][CH:17]=2)[C:12]([F:23])=[CH:11][C:5]=1[C:6]([O:8]CC)=[O:7], predict the reaction product. The product is: [Cl:3][C:4]1[N:14]=[C:13]([S:15][C:16]2[CH:21]=[CH:20][C:19]([CH3:22])=[CH:18][CH:17]=2)[C:12]([F:23])=[CH:11][C:5]=1[C:6]([OH:8])=[O:7]. (2) Given the reactants [Cl:1][C:2]1[CH:7]=[CH:6][CH:5]=[C:4]([F:8])[C:3]=1[N:9]1[CH:18]=[C:12]2[CH:13]=[N+:14]([O-])[CH:15]=[CH:16][C:11]2=[N:10]1.C(OCC)(=O)C.C(=O)([O-])O.[Na+].P(Cl)(Cl)([Cl:32])=O, predict the reaction product. The product is: [Cl:32][C:13]1[C:12]2=[CH:18][N:9]([C:3]3[C:4]([F:8])=[CH:5][CH:6]=[CH:7][C:2]=3[Cl:1])[N:10]=[C:11]2[CH:16]=[CH:15][N:14]=1. (3) The product is: [CH:32]([OH:51])=[O:31].[C:40]([C:38]1[CH:39]=[C:34]([NH:33][C:32]([NH:27][C@@H:20]2[C:21]3[C:26](=[CH:25][CH:24]=[CH:23][CH:22]=3)[C@H:17]([O:16][C:13]3[CH:14]=[CH:15][C:10]4[N:11]([C:7]([C@@H:3]5[CH2:4][CH2:5][CH2:6][N:2]5[CH3:1])=[N:8][N:9]=4)[CH:12]=3)[CH2:18][CH2:19]2)=[O:31])[C:35]([O:49][CH3:50])=[C:36]([NH:44][S:45]([CH3:48])(=[O:46])=[O:47])[CH:37]=1)([CH3:43])([CH3:41])[CH3:42]. Given the reactants [CH3:1][N:2]1[CH2:6][CH2:5][CH2:4][C@H:3]1[C:7]1[N:11]2[CH:12]=[C:13]([O:16][C@H:17]3[C:26]4[C:21](=[CH:22][CH:23]=[CH:24][CH:25]=4)[C@@H:20]([NH2:27])[CH2:19][CH2:18]3)[CH:14]=[CH:15][C:10]2=[N:9][N:8]=1.ClC(Cl)(Cl)C[O:31][C:32](=[O:51])[NH:33][C:34]1[CH:39]=[C:38]([C:40]([CH3:43])([CH3:42])[CH3:41])[CH:37]=[C:36]([NH:44][S:45]([CH3:48])(=[O:47])=[O:46])[C:35]=1[O:49][CH3:50].CCN(C(C)C)C(C)C, predict the reaction product. (4) The product is: [Br:35][CH2:36][C:37]([NH:7][C:8]1[CH:13]=[CH:12][C:11]([C:14]2([C:19]3[CH:20]=[CH:21][C:22]([Cl:25])=[CH:23][CH:24]=3)[O:18][CH2:17][CH2:16][O:15]2)=[CH:10][C:9]=1[CH:26]([C:28]1[CH:33]=[CH:32][CH:31]=[C:30]([Cl:34])[CH:29]=1)[OH:27])=[O:38]. Given the reactants C([O-])([O-])=O.[K+].[K+].[NH2:7][C:8]1[CH:13]=[CH:12][C:11]([C:14]2([C:19]3[CH:24]=[CH:23][C:22]([Cl:25])=[CH:21][CH:20]=3)[O:18][CH2:17][CH2:16][O:15]2)=[CH:10][C:9]=1[CH:26]([C:28]1[CH:33]=[CH:32][CH:31]=[C:30]([Cl:34])[CH:29]=1)[OH:27].[Br:35][CH2:36][C:37](Br)=[O:38], predict the reaction product. (5) Given the reactants [C:1]1([C:7]2[CH:12]=[CH:11][C:10]([CH2:13][C:14]#[N:15])=[CH:9][CH:8]=2)[CH:6]=[CH:5][CH:4]=[CH:3][CH:2]=1.[OH-].[K+].Br[CH2:19][CH2:20]Br.BrC(Br)C, predict the reaction product. The product is: [C:7]1([C:1]2[CH:6]=[CH:5][CH:4]=[CH:3][CH:2]=2)[CH:12]=[CH:11][C:10]([C:13]2([C:14]#[N:15])[CH2:20][CH2:19]2)=[CH:9][CH:8]=1. (6) Given the reactants [CH3:1][N:2]1[CH2:24][CH2:23][C:5]2[N:6]([CH2:14][CH:15]([C:17]3[CH:18]=[N:19][CH:20]=[CH:21][CH:22]=3)O)[C:7]3[CH:8]=[CH:9][C:10]([CH3:13])=[CH:11][C:12]=3[C:4]=2[CH2:3]1.S(=O)(=O)(O)O.[OH-].[K+], predict the reaction product. The product is: [CH3:1][N:2]1[CH2:24][CH2:23][C:5]2[N:6](/[CH:14]=[CH:15]/[C:17]3[CH:18]=[N:19][CH:20]=[CH:21][CH:22]=3)[C:7]3[CH:8]=[CH:9][C:10]([CH3:13])=[CH:11][C:12]=3[C:4]=2[CH2:3]1. (7) Given the reactants O.[Li+:2].[OH-].[N:4]1([C:13]([O:15][C:16]([CH3:19])([CH3:18])[CH3:17])=[O:14])[C@H:8]([C:9]([O:11]C)=[O:10])[CH2:7][CH:6]=[N:5]1.Cl.O, predict the reaction product. The product is: [C:16]([O:15][C:13]([N:4]1[C@H:8]([C:9]([O-:11])=[O:10])[CH2:7][CH2:6][NH:5]1)=[O:14])([CH3:19])([CH3:17])[CH3:18].[Li+:2].